From a dataset of Peptide-MHC class I binding affinity with 185,985 pairs from IEDB/IMGT. Regression. Given a peptide amino acid sequence and an MHC pseudo amino acid sequence, predict their binding affinity value. This is MHC class I binding data. (1) The peptide sequence is TSSYYATSY. The MHC is HLA-B15:01 with pseudo-sequence YYAMYREISTNTYESNLYLRYDSYTWAEWAYLWY. The binding affinity (normalized) is 0.115. (2) The peptide sequence is YQHFVARVFL. The MHC is Mamu-B01 with pseudo-sequence Mamu-B01. The binding affinity (normalized) is 0.00500.